From a dataset of Full USPTO retrosynthesis dataset with 1.9M reactions from patents (1976-2016). Predict the reactants needed to synthesize the given product. (1) Given the product [CH2:1]([O:8][C:9]1[CH:10]=[CH:11][C:12]([C@@H:20]([O:23][Si:24]([C:27]([CH3:30])([CH3:29])[CH3:28])([CH3:26])[CH3:25])[CH2:21][NH:45][CH2:44][CH:41]2[CH2:40][CH2:39][N:38]([CH2:31][C:32]3[CH:37]=[CH:36][CH:35]=[CH:34][CH:33]=3)[CH2:43][CH2:42]2)=[C:13]2[C:18]=1[NH:17][C:16](=[O:19])[CH:15]=[CH:14]2)[C:2]1[CH:7]=[CH:6][CH:5]=[CH:4][CH:3]=1, predict the reactants needed to synthesize it. The reactants are: [CH2:1]([O:8][C:9]1[CH:10]=[CH:11][C:12]([C@@H:20]([O:23][Si:24]([C:27]([CH3:30])([CH3:29])[CH3:28])([CH3:26])[CH3:25])[CH2:21]Br)=[C:13]2[C:18]=1[NH:17][C:16](=[O:19])[CH:15]=[CH:14]2)[C:2]1[CH:7]=[CH:6][CH:5]=[CH:4][CH:3]=1.[CH2:31]([N:38]1[CH2:43][CH2:42][CH:41]([CH2:44][NH2:45])[CH2:40][CH2:39]1)[C:32]1[CH:37]=[CH:36][CH:35]=[CH:34][CH:33]=1. (2) The reactants are: [CH3:1][C:2]1[CH:10]=[C:9]([N+:11]([O-:13])=[O:12])[CH:8]=[CH:7][C:3]=1[C:4](O)=[O:5].B(OC)(OC)OC.O1CCCC1.Cl. Given the product [CH3:1][C:2]1[CH:10]=[C:9]([N+:11]([O-:13])=[O:12])[CH:8]=[CH:7][C:3]=1[CH2:4][OH:5], predict the reactants needed to synthesize it. (3) Given the product [CH3:22][O:23][C:24]1[CH:25]=[C:26]2[C:31](=[CH:32][C:33]=1[O:34][CH3:35])[C@H:30]([CH2:36][CH2:37][C:38]1[CH:43]=[CH:42][CH:41]=[C:40]([O:44][C:45]([F:46])([F:48])[F:47])[CH:39]=1)[N:29]([C@H:4]([C:5]1[CH:6]=[CH:7][CH:8]=[CH:9][CH:10]=1)[C:1]([NH2:2])=[O:3])[CH2:28][CH2:27]2, predict the reactants needed to synthesize it. The reactants are: [C:1]([CH:4](OS(C1C=CC(C)=CC=1)(=O)=O)[C:5]1[CH:10]=[CH:9][CH:8]=[CH:7][CH:6]=1)(=[O:3])[NH2:2].[CH3:22][O:23][C:24]1[CH:25]=[C:26]2[C:31](=[CH:32][C:33]=1[O:34][CH3:35])[C@H:30]([CH2:36][CH2:37][C:38]1[CH:43]=[CH:42][CH:41]=[C:40]([O:44][C:45]([F:48])([F:47])[F:46])[CH:39]=1)[NH:29][CH2:28][CH2:27]2. (4) The reactants are: [CH2:1]1[C:14]2[C:13]3[CH:12]=[CH:11][CH:10]=[CH:9][C:8]=3[NH:7][C:6]=2[CH:5]2[CH2:15][CH2:16][N:2]1[CH2:3][CH2:4]2.[H-].[Na+].F[C:20]1[CH:21]=[CH:22][C:23]([N+:28]([O-:30])=[O:29])=[C:24]([CH:27]=1)[C:25]#[N:26]. Given the product [C:25]([C:24]1[CH:27]=[C:20]([N:7]2[C:8]3[CH:9]=[CH:10][CH:11]=[CH:12][C:13]=3[C:14]3[CH2:1][N:2]4[CH2:3][CH2:4][CH:5]([C:6]2=3)[CH2:15][CH2:16]4)[CH:21]=[CH:22][C:23]=1[N+:28]([O-:30])=[O:29])#[N:26], predict the reactants needed to synthesize it. (5) Given the product [C:1]([O:5][C:6]([NH:8][CH2:9][C@H:10]1[CH2:11][CH2:12][C@H:13]([C:16]([NH:18][CH:19]([CH2:23][C:24]2[CH:25]=[CH:26][C:27]([C:30]3[CH:35]=[CH:34][C:33]([C:36](=[O:52])[NH:37][C@H:38]4[CH2:39][CH2:40][C@H:41]([O:44][Si:45]([C:48]([CH3:51])([CH3:50])[CH3:49])([CH3:46])[CH3:47])[CH2:42][CH2:43]4)=[CH:32][C:31]=3[CH3:53])=[CH:28][CH:29]=2)[C:20]([NH:78][C:79]2[CH:80]=[CH:81][C:82]([C:85]3[NH:86][C:87]([C:90]([F:99])([F:98])[C:91]([F:97])([F:96])[C:92]([O:94][CH3:95])=[O:93])=[N:88][N:89]=3)=[CH:83][CH:84]=2)=[O:21])=[O:17])[CH2:14][CH2:15]1)=[O:7])([CH3:3])([CH3:4])[CH3:2], predict the reactants needed to synthesize it. The reactants are: [C:1]([O:5][C:6]([NH:8][CH2:9][C@H:10]1[CH2:15][CH2:14][C@H:13]([C:16]([NH:18][C@@H:19]([CH2:23][C:24]2[CH:29]=[CH:28][C:27]([C:30]3[CH:35]=[CH:34][C:33]([C:36](=[O:52])[NH:37][C@H:38]4[CH2:43][CH2:42][C@H:41]([O:44][Si:45]([C:48]([CH3:51])([CH3:50])[CH3:49])([CH3:47])[CH3:46])[CH2:40][CH2:39]4)=[CH:32][C:31]=3[CH3:53])=[CH:26][CH:25]=2)[C:20](O)=[O:21])=[O:17])[CH2:12][CH2:11]1)=[O:7])([CH3:4])([CH3:3])[CH3:2].FC1C(O)=C(F)C(F)=C(F)C=1F.Cl.CN(C)CCCN=C=NCC.[NH2:78][C:79]1[CH:84]=[CH:83][C:82]([C:85]2[NH:89][N:88]=[C:87]([C:90]([F:99])([F:98])[C:91]([F:97])([F:96])[C:92]([O:94][CH3:95])=[O:93])[N:86]=2)=[CH:81][CH:80]=1. (6) The reactants are: CI.[CH2:3](Br)C1C=CC=CC=1.[CH2:11]([N:14]1[CH2:23][CH2:22][C@@:21]23[C:24]4[C:30]5[CH2:31][C@@H:15]1[C@:16]12[CH2:43][CH2:42][C@:19]2([O:33][CH2:34][O:35][C@@:36]([C:38]([CH3:41])([CH3:40])[CH3:39])([CH3:37])[C@H:18]2[CH2:17]1)[C@@H:20]3[O:26][C:25]=4[C:27]([OH:32])=[CH:28][CH:29]=5)[CH:12]=[CH2:13].C([C@]1(C)[C@@H]2[C@@]3(CC[C@]4(C2)[C@@]25C6C(=CC=C(O)C=6O[C@@H]32)C[C@H]4N(CC2CC2)CC5)OCO1)(C)(C)C. Given the product [CH2:11]([N:14]1[CH2:23][CH2:22][C@@:21]23[C:24]4[C:30]5[CH2:31][C@@H:15]1[C@:16]12[CH2:43][CH2:42][C@:19]2([O:33][CH2:34][O:35][C@@:36]([C:38]([CH3:41])([CH3:40])[CH3:39])([CH3:37])[C@H:18]2[CH2:17]1)[C@@H:20]3[O:26][C:25]=4[C:27]([O:32][CH3:3])=[CH:28][CH:29]=5)[CH:12]=[CH2:13], predict the reactants needed to synthesize it.